This data is from Reaction yield outcomes from USPTO patents with 853,638 reactions. The task is: Predict the reaction yield, written as a fraction of the theoretical maximum amount of product (1.0 means a 100% yield; for example, 0.34 means a 34% yield). (1) The reactants are [Cl-].O[NH3+:3].[C:4](=[O:7])([O-])[OH:5].[Na+].CS(C)=O.[CH2:13]([C:17]1[N:22]2[N:23]=[CH:24][N:25]=[C:21]2[N:20]([CH:26]2[CH2:35][CH2:34][C:29]3([O:33][CH2:32][CH2:31][O:30]3)[CH2:28][CH2:27]2)[C:19](=[O:36])[C:18]=1[CH2:37][C:38]1[CH:43]=[CH:42][C:41]([C:44]2[C:45]([C:50]#[N:51])=[CH:46][CH:47]=[CH:48][CH:49]=2)=[CH:40][CH:39]=1)[CH2:14][CH2:15][CH3:16]. The catalyst is C(OCC)(=O)C. The product is [CH2:13]([C:17]1[N:22]2[N:23]=[CH:24][N:25]=[C:21]2[N:20]([CH:26]2[CH2:27][CH2:28][C:29]3([O:33][CH2:32][CH2:31][O:30]3)[CH2:34][CH2:35]2)[C:19](=[O:36])[C:18]=1[CH2:37][C:38]1[CH:39]=[CH:40][C:41]([C:44]2[CH:49]=[CH:48][CH:47]=[CH:46][C:45]=2[C:50]2[NH:3][C:4](=[O:7])[O:5][N:51]=2)=[CH:42][CH:43]=1)[CH2:14][CH2:15][CH3:16]. The yield is 0.720. (2) The reactants are [CH3:1][O:2][C:3]1[CH:4]=[C:5]([N:12]2[CH2:17][CH2:16][CH:15]([OH:18])[CH2:14][CH2:13]2)[CH:6]=[CH:7][C:8]=1[N+:9]([O-:11])=[O:10].[H-].[Na+].[CH3:21][O:22][CH2:23][CH2:24]Br.[Cl-].[NH4+]. The catalyst is CN(C)C=O.O. The product is [CH3:21][O:22][CH2:23][CH2:24][O:18][CH:15]1[CH2:16][CH2:17][N:12]([C:5]2[CH:6]=[CH:7][C:8]([N+:9]([O-:11])=[O:10])=[C:3]([O:2][CH3:1])[CH:4]=2)[CH2:13][CH2:14]1. The yield is 0.290. (3) The product is [CH3:44][S:45]([O:36][CH2:35][C:34]#[C:33][C:4]1[CH:3]=[C:2]([F:1])[CH:32]=[CH:31][C:5]=1[CH2:6][NH:7][C:8]([C:10]1[N:11]=[C:12]2[N:17]([C:18](=[O:28])[C:19]=1[O:20][CH2:21][C:22]1[CH:27]=[CH:26][CH:25]=[CH:24][CH:23]=1)[CH2:16][CH2:15][O:14][C:13]2([CH3:30])[CH3:29])=[O:9])(=[O:47])=[O:46]. The reactants are [F:1][C:2]1[CH:32]=[CH:31][C:5]([CH2:6][NH:7][C:8]([C:10]2[N:11]=[C:12]3[N:17]([C:18](=[O:28])[C:19]=2[O:20][CH2:21][C:22]2[CH:27]=[CH:26][CH:25]=[CH:24][CH:23]=2)[CH2:16][CH2:15][O:14][C:13]3([CH3:30])[CH3:29])=[O:9])=[C:4]([C:33]#[C:34][CH2:35][OH:36])[CH:3]=1.C(N(CC)CC)C.[CH3:44][S:45](Cl)(=[O:47])=[O:46]. The yield is 0.750. The catalyst is ClCCl.C(OCC)(=O)C. (4) The reactants are [NH2:1][C:2]1[C:3](Cl)=[N:4][C:5]([Cl:8])=[CH:6][CH:7]=1.[CH2:10]([Al](CC)CC)[CH3:11]. The product is [Cl:8][C:5]1[N:4]=[C:3]([CH2:10][CH3:11])[C:2]([NH2:1])=[CH:7][CH:6]=1. The catalyst is O1CCOCC1.C1C=CC([P]([Pd]([P](C2C=CC=CC=2)(C2C=CC=CC=2)C2C=CC=CC=2)([P](C2C=CC=CC=2)(C2C=CC=CC=2)C2C=CC=CC=2)[P](C2C=CC=CC=2)(C2C=CC=CC=2)C2C=CC=CC=2)(C2C=CC=CC=2)C2C=CC=CC=2)=CC=1. The yield is 0.350. (5) The reactants are Cl[C:2]1[N:7]=[CH:6][N:5]=[C:4]([O:8][CH:9]2[CH2:14][CH2:13][N:12]([C:15]([O:17][CH:18]([CH3:20])[CH3:19])=[O:16])[CH2:11][CH2:10]2)[C:3]=1[CH3:21].[NH:22]1[C:29]2[N:25]([N:26]=[CH:27][CH:28]=2)[CH2:24][CH2:23]1.C(=O)([O-])[O-].[Cs+].[Cs+]. The catalyst is CN1CCCC1=O.O. The product is [OH-:8].[NH4+:5].[N:22]1([C:2]2[N:7]=[CH:6][N:5]=[C:4]([O:8][CH:9]3[CH2:14][CH2:13][N:12]([C:15]([O:17][CH:18]([CH3:20])[CH3:19])=[O:16])[CH2:11][CH2:10]3)[C:3]=2[CH3:21])[C:29]2[N:25]([N:26]=[CH:27][CH:28]=2)[CH2:24][CH2:23]1. The yield is 0.000300. (6) The reactants are [C:1]([C:3]1[C:4]([CH3:9])=[N:5][CH:6]=[CH:7][CH:8]=1)#[N:2].O.[Se](=O)=[O:12]. The catalyst is O1CCOCC1. The product is [C:1]([C:3]1[C:4]([CH:9]=[O:12])=[N:5][CH:6]=[CH:7][CH:8]=1)#[N:2]. The yield is 0.100. (7) The reactants are [CH2:1]([NH:4][NH2:5])[CH:2]=[CH2:3].C(N(CC)CC)C.Br[CH2:14][C:15]([O:17][CH2:18][CH3:19])=[O:16]. The catalyst is ClCCl.C(OCC)(=O)C. The product is [CH2:1]([N:4]([CH2:14][C:15]([O:17][CH2:18][CH3:19])=[O:16])[NH2:5])[CH:2]=[CH2:3]. The yield is 0.870. (8) The catalyst is C1(C)C=CC=CC=1. The yield is 0.133. The reactants are [N:1]([C:4]1[CH:9]=[CH:8][C:7]([Br:10])=[CH:6][CH:5]=1)=[N+:2]=[N-:3].[C:11]([O:16][CH3:17])(=[O:15])[C:12]#[C:13][CH3:14]. The product is [CH3:17][O:16][C:11]([C:12]1[N:3]=[N:2][N:1]([C:4]2[CH:9]=[CH:8][C:7]([Br:10])=[CH:6][CH:5]=2)[C:13]=1[CH3:14])=[O:15]. (9) The reactants are C[O:2][C:3]([C:5]1[NH:6][C:7]2[C:12]([CH:13]=1)=[CH:11][CH:10]=[CH:9][C:8]=2[N+:14]([O-:16])=[O:15])=[O:4].[OH-].[Na+].Cl. The catalyst is O1CCCC1.O. The product is [N+:14]([C:8]1[CH:9]=[CH:10][CH:11]=[C:12]2[C:7]=1[NH:6][C:5]([C:3]([OH:4])=[O:2])=[CH:13]2)([O-:16])=[O:15]. The yield is 0.990. (10) The reactants are [NH2:1][CH2:2][C:3]1([CH2:8][NH2:9])[CH2:7][CH2:6][CH2:5][CH2:4]1.OO.[O-]Cl.[Na+]. The catalyst is O.CO. The product is [CH2:2]1[C:3]2([CH2:7][CH2:6][CH2:5][CH2:4]2)[CH2:8][N:9]=[N:1]1. The yield is 0.900.